From a dataset of NCI-60 drug combinations with 297,098 pairs across 59 cell lines. Regression. Given two drug SMILES strings and cell line genomic features, predict the synergy score measuring deviation from expected non-interaction effect. (1) Drug 1: CC1=CC=C(C=C1)C2=CC(=NN2C3=CC=C(C=C3)S(=O)(=O)N)C(F)(F)F. Drug 2: CN1C(=O)N2C=NC(=C2N=N1)C(=O)N. Cell line: SNB-19. Synergy scores: CSS=1.25, Synergy_ZIP=1.69, Synergy_Bliss=5.03, Synergy_Loewe=0.101, Synergy_HSA=0.987. (2) Drug 1: C1=CC(=C2C(=C1NCCNCCO)C(=O)C3=C(C=CC(=C3C2=O)O)O)NCCNCCO. Drug 2: C1=CC=C(C=C1)NC(=O)CCCCCCC(=O)NO. Cell line: NCI-H226. Synergy scores: CSS=49.8, Synergy_ZIP=5.23, Synergy_Bliss=4.65, Synergy_Loewe=-13.0, Synergy_HSA=5.37. (3) Drug 1: CCCCC(=O)OCC(=O)C1(CC(C2=C(C1)C(=C3C(=C2O)C(=O)C4=C(C3=O)C=CC=C4OC)O)OC5CC(C(C(O5)C)O)NC(=O)C(F)(F)F)O. Drug 2: CN(CC1=CN=C2C(=N1)C(=NC(=N2)N)N)C3=CC=C(C=C3)C(=O)NC(CCC(=O)O)C(=O)O. Cell line: 786-0. Synergy scores: CSS=50.8, Synergy_ZIP=0.111, Synergy_Bliss=-2.93, Synergy_Loewe=-8.02, Synergy_HSA=-0.466. (4) Drug 1: CCC1=CC2CC(C3=C(CN(C2)C1)C4=CC=CC=C4N3)(C5=C(C=C6C(=C5)C78CCN9C7C(C=CC9)(C(C(C8N6C)(C(=O)OC)O)OC(=O)C)CC)OC)C(=O)OC.C(C(C(=O)O)O)(C(=O)O)O. Drug 2: C1=CN(C=N1)CC(O)(P(=O)(O)O)P(=O)(O)O. Cell line: UACC-257. Synergy scores: CSS=8.03, Synergy_ZIP=-4.51, Synergy_Bliss=-9.00, Synergy_Loewe=-26.2, Synergy_HSA=-8.84. (5) Drug 1: CC1C(C(CC(O1)OC2CC(CC3=C2C(=C4C(=C3O)C(=O)C5=C(C4=O)C(=CC=C5)OC)O)(C(=O)C)O)N)O.Cl. Drug 2: CC1=C2C(C(=O)C3(C(CC4C(C3C(C(C2(C)C)(CC1OC(=O)C(C(C5=CC=CC=C5)NC(=O)OC(C)(C)C)O)O)OC(=O)C6=CC=CC=C6)(CO4)OC(=O)C)O)C)O. Cell line: RXF 393. Synergy scores: CSS=27.4, Synergy_ZIP=-11.4, Synergy_Bliss=-7.16, Synergy_Loewe=-14.4, Synergy_HSA=-4.54.